Dataset: Peptide-MHC class I binding affinity with 185,985 pairs from IEDB/IMGT. Task: Regression. Given a peptide amino acid sequence and an MHC pseudo amino acid sequence, predict their binding affinity value. This is MHC class I binding data. The peptide sequence is VSPVYPHGL. The MHC is H-2-Kb with pseudo-sequence H-2-Kb. The binding affinity (normalized) is 0.896.